Dataset: Peptide-MHC class II binding affinity with 134,281 pairs from IEDB. Task: Regression. Given a peptide amino acid sequence and an MHC pseudo amino acid sequence, predict their binding affinity value. This is MHC class II binding data. (1) The peptide sequence is FKVQFLFSSMIDPLI. The MHC is DRB1_0405 with pseudo-sequence DRB1_0405. The binding affinity (normalized) is 0.789. (2) The peptide sequence is THRHIIGEGCPKPHR. The MHC is DRB1_0802 with pseudo-sequence DRB1_0802. The binding affinity (normalized) is 0.276. (3) The peptide sequence is MPVDPDNEAYEMPSE. The MHC is DRB1_1201 with pseudo-sequence DRB1_1201. The binding affinity (normalized) is 0. (4) The peptide sequence is ARGWAAHRARANESA. The MHC is DRB1_1301 with pseudo-sequence DRB1_1301. The binding affinity (normalized) is 0.526. (5) The peptide sequence is EKKYFADTQFEPLAA. The MHC is HLA-DQA10501-DQB10201 with pseudo-sequence HLA-DQA10501-DQB10201. The binding affinity (normalized) is 0.526. (6) The peptide sequence is LKDEAYFAANAAAQA. The MHC is DRB1_1201 with pseudo-sequence DRB1_1201. The binding affinity (normalized) is 0.152. (7) The peptide sequence is APGAAAAPLSWSKDI. The MHC is HLA-DQA10401-DQB10402 with pseudo-sequence HLA-DQA10401-DQB10402. The binding affinity (normalized) is 0.236. (8) The peptide sequence is YDDNGAKQNAAER. The MHC is H-2-IEk with pseudo-sequence QEFFIASGAAVDAVMECSLVYFDFQKETVHIFFL. The binding affinity (normalized) is 0. (9) The peptide sequence is RPAPGGKAYMDVISR. The MHC is HLA-DQA10501-DQB10302 with pseudo-sequence HLA-DQA10501-DQB10302. The binding affinity (normalized) is 0.206.